This data is from Peptide-MHC class II binding affinity with 134,281 pairs from IEDB. The task is: Regression. Given a peptide amino acid sequence and an MHC pseudo amino acid sequence, predict their binding affinity value. This is MHC class II binding data. The peptide sequence is EEMFKKRNLTIMDLH. The MHC is DRB1_0802 with pseudo-sequence DRB1_0802. The binding affinity (normalized) is 0.